Task: Predict the reaction yield, written as a fraction of the theoretical maximum amount of product (1.0 means a 100% yield; for example, 0.34 means a 34% yield).. Dataset: Reaction yield outcomes from USPTO patents with 853,638 reactions The reactants are [F:1][C:2]1[CH:3]=[CH:4][C:5]2[N:9]=[C:8]([C@@H:10]([NH2:12])[CH3:11])[N:7]([C:13]3[CH:18]=[CH:17][CH:16]=[CH:15][N:14]=3)[C:6]=2[CH:19]=1.Cl[C:21]1[C:26]2=[N:27][CH:28]=[CH:29][N:25]2[N:24]=[CH:23][N:22]=1.C(N(C(C)C)CC)(C)C. The catalyst is C(O)(C)C.CCOC(C)=O. The product is [F:1][C:2]1[CH:3]=[CH:4][C:5]2[N:9]=[C:8]([C@@H:10]([NH:12][C:21]3[C:26]4=[N:27][CH:28]=[CH:29][N:25]4[N:24]=[CH:23][N:22]=3)[CH3:11])[N:7]([C:13]3[CH:18]=[CH:17][CH:16]=[CH:15][N:14]=3)[C:6]=2[CH:19]=1. The yield is 0.630.